Dataset: Forward reaction prediction with 1.9M reactions from USPTO patents (1976-2016). Task: Predict the product of the given reaction. (1) Given the reactants O=P(Cl)(Cl)Cl.[Cl:6][C:7]1[C:12]([C:13](=O)[CH3:14])=[CH:11][CH:10]=[CH:9][N:8]=1.[ClH:16].NO.C[N:20]([CH3:23])C=O, predict the reaction product. The product is: [Cl:16][C:13]([C:12]1[C:7]([Cl:6])=[N:8][CH:9]=[CH:10][CH:11]=1)=[CH:14][C:23]#[N:20]. (2) Given the reactants [Br:1][C:2]1[CH:22]=[CH:21][CH:20]=[CH:19][C:3]=1[CH2:4][N:5]1[C:13]2[C:12](=[O:14])[N:11]([CH3:15])[C:10](=[O:16])[N:9]([CH3:17])[C:8]=2[N:7]=[C:6]1Cl.Cl.Cl.[NH2:25][CH:26]1[CH2:31][CH2:30][CH2:29][NH:28][CH2:27]1.C(N(CC)CC)C.CN(C=O)C, predict the reaction product. The product is: [NH2:25][CH:26]1[CH2:31][CH2:30][CH2:29][N:28]([C:6]2[N:5]([CH2:4][C:3]3[CH:19]=[CH:20][CH:21]=[CH:22][C:2]=3[Br:1])[C:13]3[C:12](=[O:14])[N:11]([CH3:15])[C:10](=[O:16])[N:9]([CH3:17])[C:8]=3[N:7]=2)[CH2:27]1. (3) Given the reactants CC([O:4][C:5]1[CH:6]=[CH:7][CH:8]=[CH:9][C:10]=1[C:11]([OH:13])=O)=O.[C:14]([OH:22])(=[O:21])[C:15]1C=CC=CC=1.C1C(C2C=CC(F)=CC=2F)=CC(C(O)=O)=C(O)C=1.C(O)(=O)C1C(=CC=C(C=1)O)O.C1C(O)=CC(C([NH:61]CC(O)=O)=O)=C(O)C=1.OC(C(C1C=CC(CC(C)C)=CC=1)C)=O.C(OC)(=O)C1C(=CC=CC=1)O.C(O)(=O)C1C(=CC=CC=1)O.C1C=CC(O)=C(C(OC2C=CC=CC=2C(O)=O)=O)C=1, predict the reaction product. The product is: [CH:8]1[CH:7]=[CH:6][C:5]([OH:4])=[C:10]([C:11]([NH:61][CH2:15][C:14]([OH:22])=[O:21])=[O:13])[CH:9]=1. (4) Given the reactants [F:1][C:2]1[CH:7]=[C:6]([I:8])[CH:5]=[CH:4][C:3]=1[NH:9][C:10]1[N:15]([CH3:16])[C:14](=[O:17])[C:13]2[C:18]([CH3:21])=[CH:19][O:20][C:12]=2[C:11]=1[C:22]([O:24]CC)=[O:23].C([O-])([O-])=O.[K+].[K+].O, predict the reaction product. The product is: [F:1][C:2]1[CH:7]=[C:6]([I:8])[CH:5]=[CH:4][C:3]=1[NH:9][C:10]1[N:15]([CH3:16])[C:14](=[O:17])[C:13]2[C:18]([CH3:21])=[CH:19][O:20][C:12]=2[C:11]=1[C:22]([OH:24])=[O:23]. (5) Given the reactants I[C:2]1[C:10]2[C:9]([OH:11])=[C:8]([C:12]3[CH:17]=[CH:16][CH:15]=[CH:14][CH:13]=3)[N:7]=[N:6][C:5]=2[N:4]([CH3:18])[N:3]=1.[NH:19]1[CH2:26][CH2:25][CH2:24][C@H:20]1C(O)=O.C([O-])([O-])=O.[K+].[K+], predict the reaction product. The product is: [CH3:18][N:4]1[C:5]2[N:6]=[N:7][C:8]([C:12]3[CH:17]=[CH:16][CH:15]=[CH:14][CH:13]=3)=[C:9]([OH:11])[C:10]=2[C:2]([N:19]2[CH2:26][CH2:25][CH2:24][CH2:20]2)=[N:3]1.